Dataset: Forward reaction prediction with 1.9M reactions from USPTO patents (1976-2016). Task: Predict the product of the given reaction. (1) Given the reactants [N+:1]([C:4]1[CH:13]=[C:12]2[C:7]([CH2:8][CH2:9][NH:10][CH2:11]2)=[CH:6][CH:5]=1)([O-:3])=[O:2].C(=O)(OC(C)(C)C)[O:15][C:16]([O:18][C:19]([CH3:22])([CH3:21])[CH3:20])=O, predict the reaction product. The product is: [N+:1]([C:4]1[CH:13]=[C:12]2[C:7]([CH2:8][CH2:9][N:10]([C:16]([O:18][C:19]([CH3:22])([CH3:21])[CH3:20])=[O:15])[CH2:11]2)=[CH:6][CH:5]=1)([O-:3])=[O:2]. (2) Given the reactants [CH3:1][C:2]1[NH:6][CH:5]=[N:4][C:3]=1/[CH:7]=[C:8]1\[CH2:9][CH2:10][C:11]2[CH:12]=[CH:13][CH:14]=[N:15][C:16]=2[C:17]\1=[O:18], predict the reaction product. The product is: [CH3:1][C:2]1[NH:6][CH:5]=[N:4][C:3]=1[CH2:7][CH:8]1[C:17](=[O:18])[C:16]2[N:15]=[CH:14][CH:13]=[CH:12][C:11]=2[CH2:10][CH2:9]1. (3) Given the reactants O[C:2]1[C:7]([CH:8]([CH3:10])[CH3:9])=[C:6]([CH3:11])[N:5]=[CH:4][N:3]=1.P(Cl)(Cl)([Cl:14])=O, predict the reaction product. The product is: [Cl:14][C:2]1[C:7]([CH:8]([CH3:10])[CH3:9])=[C:6]([CH3:11])[N:5]=[CH:4][N:3]=1. (4) The product is: [NH2:1][C@@H:2]1[C:11]2[C:6](=[CH:7][CH:8]=[CH:9][CH:10]=2)[C@H:5]([O:12][C:16]2[CH:17]=[CH:18][C:19]([C:22]([N:24]3[CH2:29][CH2:28][O:27][CH2:26][CH2:25]3)=[O:23])=[N:20][CH:21]=2)[CH2:4][CH2:3]1. Given the reactants [NH2:1][C@@H:2]1[C:11]2[C:6](=[CH:7][CH:8]=[CH:9][CH:10]=2)[C@H:5]([OH:12])[CH2:4][CH2:3]1.[H-].[Na+].F[C:16]1[CH:17]=[CH:18][C:19]([C:22]([N:24]2[CH2:29][CH2:28][O:27][CH2:26][CH2:25]2)=[O:23])=[N:20][CH:21]=1, predict the reaction product. (5) The product is: [Cl:1][C:2]1[C:3]([O:22][C@H:23]2[CH2:28][CH2:27][C@@H:26]([C:29]([F:32])([F:30])[F:31])[CH2:25][CH2:24]2)=[CH:4][CH:5]=[C:6]2[C:11]=1[CH:10]=[C:9]([CH2:12][N:13]1[CH:18]3[CH2:47][CH2:49][CH:14]1[CH2:15][CH:16]([C:19]([O:21][CH:33]([CH3:39])[CH3:34])=[O:20])[CH2:17]3)[CH:8]=[CH:7]2. Given the reactants [Cl:1][C:2]1[C:3]([O:22][C@H:23]2[CH2:28][CH2:27][C@@H:26]([C:29]([F:32])([F:31])[F:30])[CH2:25][CH2:24]2)=[CH:4][CH:5]=[C:6]2[C:11]=1[CH:10]=[C:9]([CH2:12][N:13]1[CH2:18][CH2:17][CH:16]([C:19]([OH:21])=[O:20])[CH2:15][CH2:14]1)[CH:8]=[CH:7]2.[CH:33]12NC(C[CH2:39]1)CC(C(OC)=O)[CH2:34]2.[BH-](OC(C)=O)(OC(C)=O)O[C:47]([CH3:49])=O.[Na+], predict the reaction product. (6) Given the reactants [OH:1][C:2]1[C:3]([CH3:17])=[C:4]2[C:9](=[C:10]([CH3:13])[C:11]=1[CH3:12])[S:8][C:7]([CH3:15])([CH3:14])[CH2:6][C:5]2=O.Cl.[CH3:19][O:20][NH2:21], predict the reaction product. The product is: [CH3:19][O:20][N:21]=[C:5]1[C:4]2[C:9](=[C:10]([CH3:13])[C:11]([CH3:12])=[C:2]([OH:1])[C:3]=2[CH3:17])[S:8][C:7]([CH3:15])([CH3:14])[CH2:6]1. (7) The product is: [CH3:1][N:2]1[CH2:7][CH2:6][C:5]([C:8]2[CH:13]=[CH:12][CH:11]=[C:10]([F:14])[CH:9]=2)([CH2:15][NH:16][C:29]([C:21]2[C:22]3[C:27](=[CH:26][CH:25]=[CH:24][CH:23]=3)[CH:28]=[C:19]([C:17]#[N:18])[C:20]=2[O:32][CH3:33])=[O:30])[CH2:4][CH2:3]1. Given the reactants [CH3:1][N:2]1[CH2:7][CH2:6][C:5]([CH2:15][NH2:16])([C:8]2[CH:13]=[CH:12][CH:11]=[C:10]([F:14])[CH:9]=2)[CH2:4][CH2:3]1.[C:17]([C:19]1[C:20]([O:32][CH3:33])=[C:21]([C:29](Cl)=[O:30])[C:22]2[C:27]([CH:28]=1)=[CH:26][CH:25]=[CH:24][CH:23]=2)#[N:18], predict the reaction product. (8) Given the reactants [F:1][C:2]([F:18])([F:17])[C:3]1[CH:16]=[CH:15][C:6]([O:7][CH2:8][CH:9]2[CH2:14][CH2:13][CH2:12][NH:11][CH2:10]2)=[CH:5][CH:4]=1.[NH:19]1[C:27]2[C:22](=[CH:23][CH:24]=[CH:25][CH:26]=2)[C:21]([CH2:28][C:29](O)=O)=[CH:20]1.C(N(C(C)C)CC)(C)C.[H-].[Al+3].[Li+].[H-].[H-].[H-], predict the reaction product. The product is: [F:18][C:2]([F:1])([F:17])[C:3]1[CH:16]=[CH:15][C:6]([O:7][CH2:8][CH:9]2[CH2:14][CH2:13][CH2:12][N:11]([CH2:29][CH2:28][C:21]3[C:22]4[C:27](=[CH:26][CH:25]=[CH:24][CH:23]=4)[NH:19][CH:20]=3)[CH2:10]2)=[CH:5][CH:4]=1. (9) Given the reactants Cl[C:2]1[N:7]=[C:6]([NH:8][C:9]2[CH:14]=[CH:13][C:12]([O:15][CH3:16])=[C:11]([Cl:17])[CH:10]=2)[C:5]([F:18])=[CH:4][N:3]=1.[OH:19][C:20]1[CH:21]=[C:22]([CH:24]=[CH:25][CH:26]=1)[NH2:23], predict the reaction product. The product is: [Cl:17][C:11]1[CH:10]=[C:9]([NH:8][C:6]2[C:5]([F:18])=[CH:4][N:3]=[C:2]([NH:23][C:22]3[CH:24]=[CH:25][CH:26]=[C:20]([OH:19])[CH:21]=3)[N:7]=2)[CH:14]=[CH:13][C:12]=1[O:15][CH3:16]. (10) Given the reactants [OH:1][C:2]1[C:3]2[O:16][N:15]=[C:14]([C:17]3[CH:22]=[CH:21][C:20]([O:23][CH3:24])=[CH:19][CH:18]=3)[C:4]=2[C:5]([CH3:13])=[N:6][C:7]=1[C:8]([O:10][CH2:11][CH3:12])=[O:9].N1C=CC=CC=1.[C:31](Cl)(=[O:36])[C:32]([CH3:35])([CH3:34])[CH3:33].C(=O)(O)[O-].[Na+], predict the reaction product. The product is: [CH3:24][O:23][C:20]1[CH:19]=[CH:18][C:17]([C:14]2[C:4]3[C:5]([CH3:13])=[N:6][C:7]([C:8]([O:10][CH2:11][CH3:12])=[O:9])=[C:2]([O:1][C:31](=[O:36])[C:32]([CH3:35])([CH3:34])[CH3:33])[C:3]=3[O:16][N:15]=2)=[CH:22][CH:21]=1.